Dataset: Reaction yield outcomes from USPTO patents with 853,638 reactions. Task: Predict the reaction yield, written as a fraction of the theoretical maximum amount of product (1.0 means a 100% yield; for example, 0.34 means a 34% yield). (1) The reactants are [Cl:1][C:2]1[CH:3]=[CH:4][C:5]([C:15]2[CH:16]=[N:17][N:18]([CH:20]([F:22])[F:21])[CH:19]=2)=[C:6]([C:8]2[N:13]=[CH:12][N:11]=[C:10]([OH:14])[CH:9]=2)[CH:7]=1.BrC1C(C2C=C(OC)N=CN=2)=C([F:38])C(Cl)=CC=1. No catalyst specified. The product is [Cl:1][C:2]1[C:7]([F:38])=[C:6]([C:8]2[N:13]=[CH:12][N:11]=[C:10]([OH:14])[CH:9]=2)[C:5]([C:15]2[CH:16]=[N:17][N:18]([CH:20]([F:22])[F:21])[CH:19]=2)=[CH:4][CH:3]=1. The yield is 0.850. (2) The reactants are [I-].[C:2]([O:6][C:7]([C:9]1[CH:14]=[CH:13][C:12]([C:15]2[CH:20]=[CH:19][N+:18]([CH3:21])=[CH:17][CH:16]=2)=[CH:11][C:10]=1[N+:22]([O-])=O)=[O:8])([CH3:5])([CH3:4])[CH3:3].[H][H]. The catalyst is CO. The product is [NH2:22][C:10]1[CH:11]=[C:12]([CH:15]2[CH2:16][CH2:17][N:18]([CH3:21])[CH2:19][CH2:20]2)[CH:13]=[CH:14][C:9]=1[C:7]([O:6][C:2]([CH3:3])([CH3:4])[CH3:5])=[O:8]. The yield is 0.980.